This data is from Forward reaction prediction with 1.9M reactions from USPTO patents (1976-2016). The task is: Predict the product of the given reaction. (1) Given the reactants [CH2:1]([CH:8]1[C:16]2[C:11](=[CH:12][CH:13]=[C:14]([O:17][CH2:18][CH2:19][NH:20][S:21]([C:24]3[N:25]=[CH:26][N:27]([CH3:29])[CH:28]=3)(=[O:23])=[O:22])[CH:15]=2)[CH2:10][CH:9]1[NH:30]C(=O)OCC)[C:2]1[CH:7]=[CH:6][CH:5]=[CH:4][CH:3]=1.[OH-].[K+].C(O)C, predict the reaction product. The product is: [NH2:30][CH:9]1[CH:8]([CH2:1][C:2]2[CH:3]=[CH:4][CH:5]=[CH:6][CH:7]=2)[C:16]2[C:11](=[CH:12][CH:13]=[C:14]([O:17][CH2:18][CH2:19][NH:20][S:21]([C:24]3[N:25]=[CH:26][N:27]([CH3:29])[CH:28]=3)(=[O:23])=[O:22])[CH:15]=2)[CH2:10]1. (2) The product is: [CH3:32][C:33]1([CH3:35])[CH2:34][N:39]([C:40]2[CH:45]=[CH:44][C:43]([O:46][C:47]([F:50])([F:49])[F:48])=[CH:42][CH:41]=2)[C:37](=[O:38])[NH:36]1. Given the reactants CC1(C)CCN(C2C=CC(SC(F)(F)F)=CC=2)C(=O)N1CC1C2C(=NC=CC=2)NC=1.O[CH2:32][C:33]([NH:36][C:37]([NH:39][C:40]1[CH:45]=[CH:44][C:43]([O:46][C:47]([F:50])([F:49])[F:48])=[CH:42][CH:41]=1)=[O:38])([CH3:35])[CH3:34], predict the reaction product. (3) Given the reactants [O:1]1[CH:5]=[CH:4][CH:3]=[C:2]1[C:6](=[O:10])[C:7]([OH:9])=[O:8].[CH3:11][CH2:12]O.OS(O)(=O)=O, predict the reaction product. The product is: [CH2:11]([O:8][C:7](=[O:9])[C:6]([C:2]1[O:1][CH:5]=[CH:4][CH:3]=1)=[O:10])[CH3:12]. (4) The product is: [CH3:1][O:2][C:3]1[CH:8]=[CH:7][C:6]([C:9]2[CH:10]=[C:11]([C:16]([F:19])([F:17])[F:18])[N:12]([CH3:14])[N:13]=2)=[CH:5][C:4]=1[CH3:20]. Given the reactants [CH3:1][O:2][C:3]1[CH:8]=[CH:7][C:6]([C:9]2[CH2:10][C:11]([C:16]([F:19])([F:18])[F:17])(O)[N:12]([CH3:14])[N:13]=2)=[CH:5][C:4]=1[CH3:20].Cl, predict the reaction product.